Dataset: Merck oncology drug combination screen with 23,052 pairs across 39 cell lines. Task: Regression. Given two drug SMILES strings and cell line genomic features, predict the synergy score measuring deviation from expected non-interaction effect. (1) Drug 1: NC(=O)c1cccc2cn(-c3ccc(C4CCCNC4)cc3)nc12. Drug 2: CCc1c2c(nc3ccc(O)cc13)-c1cc3c(c(=O)n1C2)COC(=O)C3(O)CC. Cell line: NCIH1650. Synergy scores: synergy=-20.0. (2) Drug 1: O=S1(=O)NC2(CN1CC(F)(F)F)C1CCC2Cc2cc(C=CCN3CCC(C(F)(F)F)CC3)ccc2C1. Drug 2: Cn1c(=O)n(-c2ccc(C(C)(C)C#N)cc2)c2c3cc(-c4cnc5ccccc5c4)ccc3ncc21. Cell line: OCUBM. Synergy scores: synergy=18.3. (3) Drug 1: O=P1(N(CCCl)CCCl)NCCCO1. Drug 2: NC1(c2ccc(-c3nc4ccn5c(=O)[nH]nc5c4cc3-c3ccccc3)cc2)CCC1. Cell line: COLO320DM. Synergy scores: synergy=7.46. (4) Drug 1: CCC1=CC2CN(C1)Cc1c([nH]c3ccccc13)C(C(=O)OC)(c1cc3c(cc1OC)N(C)C1C(O)(C(=O)OC)C(OC(C)=O)C4(CC)C=CCN5CCC31C54)C2. Drug 2: CNC(=O)c1cc(Oc2ccc(NC(=O)Nc3ccc(Cl)c(C(F)(F)F)c3)cc2)ccn1. Cell line: RKO. Synergy scores: synergy=-2.72.